This data is from Catalyst prediction with 721,799 reactions and 888 catalyst types from USPTO. The task is: Predict which catalyst facilitates the given reaction. (1) Product: [CH2:17]([O:19][C:20](=[O:25])[C:21]([O:10][C:5]1[CH:4]=[CH:3][C:2]([Br:1])=[CH:9][C:6]=1[CH:7]=[O:8])([CH3:23])[CH3:22])[CH3:18]. The catalyst class is: 3. Reactant: [Br:1][C:2]1[CH:3]=[CH:4][C:5]([OH:10])=[C:6]([CH:9]=1)[CH:7]=[O:8].C([O-])([O-])=O.[K+].[K+].[CH2:17]([O:19][C:20](=[O:25])[C:21](Br)([CH3:23])[CH3:22])[CH3:18]. (2) Reactant: [NH2:1][CH2:2][C:3]1[CH:10]=[CH:9][C:6]([CH2:7][OH:8])=[CH:5][CH:4]=1.C(=O)([O-])[OH:12].[Na+].[C:16]([O:20][C:21](O[C:21]([O:20][C:16]([CH3:19])([CH3:18])[CH3:17])=[O:22])=[O:22])([CH3:19])([CH3:18])[CH3:17]. Product: [C:16]([O:20][C:21]([NH:1][CH2:2][C:3]1[CH:10]=[CH:9][C:6]([C:7]([OH:12])=[O:8])=[CH:5][CH:4]=1)=[O:22])([CH3:19])([CH3:18])[CH3:17]. The catalyst class is: 20. (3) The catalyst class is: 14. Reactant: [NH2:1][C:2]1[CH:9]=[CH:8][CH:7]=[CH:6][C:3]=1[CH:4]=O.[C:10]([CH2:12][C:13](OCC)=[O:14])#[N:11].N1CCCCC1. Product: [CH:7]1[CH:6]=[C:3]2[CH:4]=[C:12]([C:10]#[N:11])[C:13]([NH:1][C:2]2=[CH:9][CH:8]=1)=[O:14]. (4) Reactant: [Cl:1][CH2:2][CH2:3][C:4](Cl)=[O:5].[NH2:7][C:8]1[CH:28]=[CH:27][C:11]([NH:12][C:13]2[N:18]=[C:17]([NH:19][C:20]3[CH:25]=[CH:24][CH:23]=[CH:22][CH:21]=3)[C:16]([Br:26])=[CH:15][N:14]=2)=[CH:10][CH:9]=1.C(N(CC)CC)C.O. Product: [NH:19]([C:17]1[C:16]([Br:26])=[CH:15][N:14]=[C:13]([NH:12][C:11]2[CH:10]=[CH:9][C:8]([NH:7][C:4](=[O:5])[CH2:3][CH2:2][Cl:1])=[CH:28][CH:27]=2)[N:18]=1)[C:20]1[CH:25]=[CH:24][CH:23]=[CH:22][CH:21]=1. The catalyst class is: 3. (5) Reactant: [F:1][C:2]1[CH:7]=[CH:6][C:5]([C:8]2[N:12]([CH3:13])[N:11]=[CH:10][C:9]=2[CH:14]=[O:15])=[CH:4][CH:3]=1.[H-].[Al+3].[Li+].[H-].[H-].[H-].O.O.O.O.O.O.O.O.O.O.S([O-])([O-])(=O)=O.[Na+].[Na+].O[C:40]1[CH:49]=[CH:48][C:43]([C:44]([O:46][CH3:47])=[O:45])=[CH:42][CH:41]=1.C(P(CCCC)CCCC)CCC.N(C(N1CCCCC1)=O)=NC(N1CCCCC1)=O. Product: [F:1][C:2]1[CH:3]=[CH:4][C:5]([C:8]2[N:12]([CH3:13])[N:11]=[CH:10][C:9]=2[CH2:14][O:15][C:40]2[CH:49]=[CH:48][C:43]([C:44]([O:46][CH3:47])=[O:45])=[CH:42][CH:41]=2)=[CH:6][CH:7]=1. The catalyst class is: 7.